Dataset: Retrosynthesis with 50K atom-mapped reactions and 10 reaction types from USPTO. Task: Predict the reactants needed to synthesize the given product. (1) Given the product COc1ccccc1C(=O)C(C)(C)c1ccc(F)c(N)c1, predict the reactants needed to synthesize it. The reactants are: COc1ccccc1C(=O)C(C)(C)c1ccc(F)c(NC(=O)OC(C)(C)C)c1. (2) Given the product CCCN(CCOc1ccc(C#Cc2ccc(-c3ccc(Cl)cc3)cn2)cc1)CC1(O)CC1, predict the reactants needed to synthesize it. The reactants are: CCCBr.OC1(CNCCOc2ccc(C#Cc3ccc(-c4ccc(Cl)cc4)cn3)cc2)CC1. (3) Given the product COc1nc(NC(=S)NS(=O)(=O)c2ccccc2)nc(OC)n1, predict the reactants needed to synthesize it. The reactants are: COc1nc(N)nc(OC)n1.O=S(=O)(N=C=S)c1ccccc1. (4) Given the product Cc1[nH]cnc1CSCCNC1=NS(=O)(=O)N=C1O, predict the reactants needed to synthesize it. The reactants are: COC1=NS(=O)(=O)N=C1NCCSCc1nc[nH]c1C. (5) Given the product NCc1cc(Cl)ccc1N1CCOC1=O, predict the reactants needed to synthesize it. The reactants are: CC(C)(C)OC(=O)NCc1cc(Cl)ccc1N1CCOC1=O. (6) Given the product CCOC(=O)Cn1nc(C(=O)C(C)(C)C)c2ccc(OC)cc21, predict the reactants needed to synthesize it. The reactants are: CCOC(=O)CBr.COc1ccc2c(C(=O)C(C)(C)C)n[nH]c2c1.